Task: Binary Classification. Given a drug SMILES string, predict its activity (active/inactive) in a high-throughput screening assay against a specified biological target.. Dataset: HIV replication inhibition screening data with 41,000+ compounds from the AIDS Antiviral Screen (1) The molecule is O=[n+]1onc(-c2ccccc2)[c-]1-c1no[n+]([O-])c1-[c-]1c(-c2ccccc2)no[n+]1=O. The result is 0 (inactive). (2) The result is 0 (inactive). The molecule is O=[N+]([O-])c1ccc(C2=Nn3cnnc3SC2)o1. (3) The drug is CS(=O)(=O)Nc1c(-c2ccccc2)oc2ccccc2c1=O. The result is 0 (inactive). (4) The result is 0 (inactive). The drug is COc1cccc2c(=O)oc(-c3ccccc3C)nc12. (5) The molecule is CCOC(=O)C(NC(=O)c1ccccc1)(Nc1ccc(S(=O)(=O)Nc2cc(C)nc(C)n2)cc1)C(F)(F)F. The result is 0 (inactive).